From a dataset of Full USPTO retrosynthesis dataset with 1.9M reactions from patents (1976-2016). Predict the reactants needed to synthesize the given product. Given the product [F:30][C:23]1[C:20]([C:21]#[N:22])=[C:19]([NH:11][C:12]2[CH:17]=[CH:16][CH:15]=[CH:14][CH:13]=2)[C:26]([N+:27]([O-:29])=[O:28])=[CH:25][CH:24]=1, predict the reactants needed to synthesize it. The reactants are: [Li+].C[Si]([N-][Si](C)(C)C)(C)C.[NH2:11][C:12]1[CH:17]=[CH:16][CH:15]=[CH:14][CH:13]=1.F[C:19]1[C:26]([N+:27]([O-:29])=[O:28])=[CH:25][CH:24]=[C:23]([F:30])[C:20]=1[C:21]#[N:22].